Predict the product of the given reaction. From a dataset of Forward reaction prediction with 1.9M reactions from USPTO patents (1976-2016). Given the reactants [CH3:1][O:2][C:3]1[CH:46]=[CH:45][C:6]([C:7]([O:22][CH2:23][C@@H:24]([OH:44])[C@@H:25]([OH:43])[C@@H:26]([O:39][CH2:40][CH2:41][F:42])[C@H:27]([N:30]2[CH:38]=[C:36]([CH3:37])[C:34](=[O:35])[NH:33][C:31]2=[O:32])[CH2:28][OH:29])([C:16]2[CH:21]=[CH:20][CH:19]=[CH:18][CH:17]=2)[C:8]2[CH:13]=[CH:12][C:11]([O:14][CH3:15])=[CH:10][CH:9]=2)=[CH:5][CH:4]=1.N1C=CN=C1.O=P12OP3(OP(OP(O3)(O1)=O)(=O)O2)=O.Cl[Si:67]([CH2:72][CH3:73])([CH2:70][CH3:71])[CH2:68][CH3:69], predict the reaction product. The product is: [CH3:15][O:14][C:11]1[CH:12]=[CH:13][C:8]([C:7]([O:22][CH2:23][C@@H:24]([OH:44])[C@@H:25]([O:43][Si:67]([CH2:72][CH3:73])([CH2:70][CH3:71])[CH2:68][CH3:69])[C@@H:26]([O:39][CH2:40][CH2:41][F:42])[C@H:27]([N:30]2[CH:38]=[C:36]([CH3:37])[C:34](=[O:35])[NH:33][C:31]2=[O:32])[CH2:28][OH:29])([C:16]2[CH:17]=[CH:18][CH:19]=[CH:20][CH:21]=2)[C:6]2[CH:45]=[CH:46][C:3]([O:2][CH3:1])=[CH:4][CH:5]=2)=[CH:9][CH:10]=1.